The task is: Predict the reactants needed to synthesize the given product.. This data is from Full USPTO retrosynthesis dataset with 1.9M reactions from patents (1976-2016). (1) The reactants are: Cl.[F:2][C:3]1[CH:4]=[C:5]([CH:28]=[CH:29][CH:30]=1)[CH2:6][N:7]1[C:15]2[C:10](=[CH:11][C:12]([NH:16][C:17]3[C:26]4[C:21](=[CH:22][CH:23]=[CH:24][C:25]=4F)[N:20]=[CH:19][N:18]=3)=[CH:13][CH:14]=2)[CH:9]=[N:8]1.[OH:31][CH:32]1[CH2:37][CH2:36][N:35]([CH3:38])[CH2:34][CH2:33]1. Given the product [F:2][C:3]1[CH:4]=[C:5]([CH:28]=[CH:29][CH:30]=1)[CH2:6][N:7]1[C:15]2[C:10](=[CH:11][C:12]([NH:16][C:17]3[C:26]4[C:21](=[CH:22][CH:23]=[CH:24][C:25]=4[O:31][CH:32]4[CH2:37][CH2:36][N:35]([CH3:38])[CH2:34][CH2:33]4)[N:20]=[CH:19][N:18]=3)=[CH:13][CH:14]=2)[CH:9]=[N:8]1, predict the reactants needed to synthesize it. (2) Given the product [CH3:1][O:2][C:3](=[O:13])[CH2:4][N:5]([C:26](=[O:27])[C@@H:22]([NH:21][C:14]([O:16][C:17]([CH3:18])([CH3:20])[CH3:19])=[O:15])[CH:23]([CH3:25])[CH3:24])[CH2:6][CH:7]1[CH2:12][CH2:11][CH2:10][CH2:9][CH2:8]1, predict the reactants needed to synthesize it. The reactants are: [CH3:1][O:2][C:3](=[O:13])[CH2:4][NH:5][CH2:6][CH:7]1[CH2:12][CH2:11][CH2:10][CH2:9][CH2:8]1.[C:14]([NH:21][C@H:22]([C:26](O)=[O:27])[CH:23]([CH3:25])[CH3:24])([O:16][C:17]([CH3:20])([CH3:19])[CH3:18])=[O:15].CCN(C(C)C)C(C)C.CN(C(ON1N=NC2C=CC=CC1=2)=[N+](C)C)C.F[P-](F)(F)(F)(F)F. (3) Given the product [OH:16][CH2:15][C:10]1[C:9]([NH:8][C:6](=[O:7])[O:5][C:1]([CH3:3])([CH3:2])[CH3:4])=[CH:14][CH:13]=[CH:12][N:11]=1.[OH:30][CH2:29][C:28]1[C:27]([NH:26][C:24](=[O:25])[O:23][C:19]([CH3:21])([CH3:20])[CH3:22])=[N:36][CH:35]=[CH:34][CH:33]=1, predict the reactants needed to synthesize it. The reactants are: [C:1]([O:5][C:6]([NH:8][C:9]1[C:10]([C:15](OC)=[O:16])=[N:11][CH:12]=[CH:13][CH:14]=1)=[O:7])([CH3:4])([CH3:3])[CH3:2].[C:19]([O:23][C:24]([NH:26][C:27]1[N:36]=[CH:35][CH:34]=[CH:33][C:28]=1[C:29](OC)=[O:30])=[O:25])([CH3:22])([CH3:21])[CH3:20].C1COCC1.CO.[BH4-].[Na+]. (4) Given the product [F:1][C:2]1[CH:3]=[CH:4][C:5]([C:8]2[N:12]=[C:11]([C:13]3[CH:14]=[C:15]([C:22]#[N:23])[CH:16]=[C:17]([NH2:19])[CH:18]=3)[O:10][N:9]=2)=[N:6][CH:7]=1, predict the reactants needed to synthesize it. The reactants are: [F:1][C:2]1[CH:3]=[CH:4][C:5]([C:8]2[N:12]=[C:11]([C:13]3[CH:18]=[C:17]([N+:19]([O-])=O)[CH:16]=[C:15]([C:22]#[N:23])[CH:14]=3)[O:10][N:9]=2)=[N:6][CH:7]=1.O.O.[Sn](Cl)Cl.ClCCl. (5) Given the product [Cl:1][C:2]1[C:7]([Cl:8])=[CH:6][CH:5]=[CH:4][C:3]=1[O:9][CH2:18][C:19]([CH3:21])=[O:20], predict the reactants needed to synthesize it. The reactants are: [Cl:1][C:2]1[C:7]([Cl:8])=[CH:6][CH:5]=[CH:4][C:3]=1[OH:9].C(=O)([O-])[O-].[K+].[K+].[I-].[K+].[CH3:18][C:19]([CH3:21])=[O:20]. (6) Given the product [CH2:14]([O:8][CH2:7][C:6]1[CH:9]=[CH:10][C:3]([C:1]#[CH:2])=[CH:4][CH:5]=1)[CH3:15], predict the reactants needed to synthesize it. The reactants are: [C:1]([C:3]1[CH:10]=[CH:9][C:6]([CH2:7][OH:8])=[CH:5][CH:4]=1)#[CH:2].[H-].[Na+].I[CH2:14][CH3:15].